Task: Predict which catalyst facilitates the given reaction.. Dataset: Catalyst prediction with 721,799 reactions and 888 catalyst types from USPTO (1) Reactant: [NH2:1][C@H:2]([CH2:7][CH3:8])[C:3]([O:5][CH3:6])=[O:4].[C:9]1(=O)[CH2:13][CH2:12][CH2:11][CH2:10]1.C([O-])(=O)C.[Na+].C(O[BH-](OC(=O)C)OC(=O)C)(=O)C.[Na+].C(=O)(O)[O-].[Na+]. Product: [CH:9]1([NH:1][C@H:2]([CH2:7][CH3:8])[C:3]([O:5][CH3:6])=[O:4])[CH2:13][CH2:12][CH2:11][CH2:10]1. The catalyst class is: 2. (2) Reactant: [C:1]1([CH3:20])[CH:6]=[CH:5][C:4]([N:7]2[C:11]([NH2:12])=[CH:10][C:9]([C:13]3[CH:18]=[CH:17][C:16]([NH2:19])=[CH:15][CH:14]=3)=[N:8]2)=[CH:3][CH:2]=1.C(N([CH2:26][CH3:27])CC)C.[C:28]1([S:34](Cl)(=[O:36])=[O:35])[CH:33]=[CH:32][CH:31]=[CH:30][CH:29]=1. Product: [NH2:12][C:11]1[N:7]([C:4]2[CH:3]=[CH:2][C:1]([CH3:20])=[CH:6][CH:5]=2)[N:8]=[C:9]([C:13]2[CH:18]=[CH:17][C:16]([N:19]([S:34]([C:27]3[CH:26]=[CH:30][CH:29]=[CH:28][CH:33]=3)(=[O:36])=[O:35])[S:34]([C:28]3[CH:33]=[CH:32][CH:31]=[CH:30][CH:29]=3)(=[O:36])=[O:35])=[CH:15][CH:14]=2)[CH:10]=1. The catalyst class is: 2. (3) Reactant: [CH3:1][O:2][C:3]1[CH:4]=[C:5]2[C:10](=[CH:11][CH:12]=1)[C:9](=[O:13])[CH2:8][CH2:7][CH2:6]2.[OH:14][C:15]1[CH:22]=[CH:21][CH:20]=[CH:19][C:16]=1[CH:17]=O.Cl. The catalyst class is: 823. Product: [OH:14][C:15]1[CH:22]=[CH:21][CH:20]=[CH:19][C:16]=1[CH:17]=[C:8]1[CH2:7][CH2:6][C:5]2[C:10](=[CH:11][CH:12]=[C:3]([O:2][CH3:1])[CH:4]=2)[C:9]1=[O:13].